Dataset: Forward reaction prediction with 1.9M reactions from USPTO patents (1976-2016). Task: Predict the product of the given reaction. (1) The product is: [CH:1]1([C:7]2[CH:8]=[C:9]([NH:19][C:26]([C:21]3[CH:22]=[CH:23][CH:24]=[CH:25][N:20]=3)=[O:27])[CH:10]=[N:11][C:12]=2[O:13][CH2:14][C:15]([F:16])([F:17])[F:18])[CH2:2][CH2:3][CH2:4][CH2:5][CH2:6]1. Given the reactants [CH:1]1([C:7]2[CH:8]=[C:9]([NH2:19])[CH:10]=[N:11][C:12]=2[O:13][CH2:14][C:15]([F:18])([F:17])[F:16])[CH2:6][CH2:5][CH2:4][CH2:3][CH2:2]1.[N:20]1[CH:25]=[CH:24][CH:23]=[CH:22][C:21]=1[C:26](O)=[O:27], predict the reaction product. (2) Given the reactants [C:1]([C:3]1[CH:4]=[C:5]([NH:12][S:13]([CH3:16])(=[O:15])=[O:14])[CH:6]=[C:7]([C:9]([CH3:11])=[CH2:10])[CH:8]=1)#[N:2].C(C1C=NC=C(CCC(C)C)C=1)#N, predict the reaction product. The product is: [NH2:2][CH2:1][C:3]1[CH:4]=[C:5]([NH:12][S:13]([CH3:16])(=[O:15])=[O:14])[CH:6]=[C:7]([CH:9]([CH3:11])[CH3:10])[CH:8]=1. (3) Given the reactants CN(C)CCCN=C=NCC.[NH2:12][C:13]1[C:14]([O:28][CH2:29][CH:30]2[CH2:35][CH2:34][N:33]([C:36]([O:38][C:39]([CH3:42])([CH3:41])[CH3:40])=[O:37])[CH2:32][CH2:31]2)=[CH:15][C:16]([NH:19][C:20]2[CH:25]=[N:24][C:23]([C:26]#[N:27])=[CH:22][N:21]=2)=[N:17][CH:18]=1.[CH3:43][N:44]([CH3:49])[CH2:45][C:46](O)=[O:47].O.ON1C2C=CC=CC=2N=N1.C(N(C(C)C)C(C)C)C, predict the reaction product. The product is: [C:26]([C:23]1[N:24]=[CH:25][C:20]([NH:19][C:16]2[CH:15]=[C:14]([O:28][CH2:29][CH:30]3[CH2:35][CH2:34][N:33]([C:36]([O:38][C:39]([CH3:42])([CH3:41])[CH3:40])=[O:37])[CH2:32][CH2:31]3)[C:13]([NH:12][C:46](=[O:47])[CH2:45][N:44]([CH3:49])[CH3:43])=[CH:18][N:17]=2)=[N:21][CH:22]=1)#[N:27]. (4) Given the reactants Br[C:2]1[CH:7]=[CH:6][C:5]([N:8]([C:16]2[CH:21]=[CH:20][C:19](Br)=[CH:18][CH:17]=2)[C:9]2[CH:14]=[CH:13][C:12](Br)=[CH:11][CH:10]=2)=[CH:4][CH:3]=1.C([Sn](CCCC)(CCCC)[C:28]1[S:29][CH:30]=[CH:31][CH:32]=1)CCC, predict the reaction product. The product is: [S:29]1[CH:30]=[CH:31][CH:32]=[C:28]1[C:2]1[CH:7]=[CH:6][C:5]([N:8]([C:16]2[CH:21]=[CH:20][C:19]([C:30]3[S:29][CH:28]=[CH:32][CH:31]=3)=[CH:18][CH:17]=2)[C:9]2[CH:14]=[CH:13][C:12]([C:28]3[S:29][CH:30]=[CH:31][CH:32]=3)=[CH:11][CH:10]=2)=[CH:4][CH:3]=1. (5) Given the reactants [CH3:1][O:2][C:3]1[CH:23]=[CH:22][CH:21]=[CH:20][C:4]=1[O:5][C:6]1[CH:7]=[C:8]([NH:12][CH2:13][C:14]2[CH:15]=[N:16][CH:17]=[CH:18][CH:19]=2)[CH:9]=[CH:10][CH:11]=1.[F:24][C:25]([F:32])([F:31])[CH2:26][S:27](Cl)(=[O:29])=[O:28].C(=O)([O-])[O-].[K+].[K+], predict the reaction product. The product is: [CH3:1][O:2][C:3]1[CH:23]=[CH:22][CH:21]=[CH:20][C:4]=1[O:5][C:6]1[CH:7]=[C:8]([N:12]([CH2:13][C:14]2[CH:15]=[N:16][CH:17]=[CH:18][CH:19]=2)[S:27]([CH2:26][C:25]([F:32])([F:31])[F:24])(=[O:29])=[O:28])[CH:9]=[CH:10][CH:11]=1.